Task: Predict the product of the given reaction.. Dataset: Forward reaction prediction with 1.9M reactions from USPTO patents (1976-2016) (1) Given the reactants [F:1][C:2]1[C:7]2[C:8]([C:18](O)=[O:19])=[C:9]([C:11]3[CH:16]=[CH:15][C:14]([Br:17])=[CH:13][CH:12]=3)[O:10][C:6]=2[CH:5]=[CH:4][C:3]=1[OH:21].CN.C1C=CC2N(O)N=[N:30][C:28]=2C=1.CCN=C=NCCCN(C)C.Cl.C(N(C(C)C)CC)(C)C, predict the reaction product. The product is: [F:1][C:2]1[C:7]2[C:8]([C:18]([NH:30][CH3:28])=[O:19])=[C:9]([C:11]3[CH:16]=[CH:15][C:14]([Br:17])=[CH:13][CH:12]=3)[O:10][C:6]=2[CH:5]=[CH:4][C:3]=1[OH:21]. (2) Given the reactants C([O:3][C:4]([CH:6]1[CH2:15][CH2:14][C:13]2[C:8](=[CH:9][CH:10]=[CH:11][CH:12]=2)[NH:7]1)=O)C.[H-].[H-].[H-].[H-].[Li+].[Al+3].[O-]S([O-])(=O)=O.[Na+].[Na+], predict the reaction product. The product is: [NH:7]1[C:8]2[C:13](=[CH:12][CH:11]=[CH:10][CH:9]=2)[CH2:14][CH2:15][CH:6]1[CH2:4][OH:3]. (3) The product is: [Cl:26][C:27]1[C:35]2[C:30](=[CH:31][CH:32]=[C:33]([C:36]3[N:37]=[C:5]([C:4]4[CH:8]=[CH:9][C:10]([OH:11])=[C:2]([Cl:1])[CH:3]=4)[O:7][N:38]=3)[CH:34]=2)[N:29]([CH2:40][CH2:41][C:42]([O:44][CH2:45][CH3:46])=[O:43])[CH:28]=1. Given the reactants [Cl:1][C:2]1[CH:3]=[C:4]([CH:8]=[CH:9][C:10]=1[OH:11])[C:5]([OH:7])=O.C(Cl)CCl.C1C=CC2N(O)N=NC=2C=1.[Cl:26][C:27]1[C:35]2[C:30](=[CH:31][CH:32]=[C:33]([C:36]([NH:38]O)=[NH:37])[CH:34]=2)[N:29]([CH2:40][CH2:41][C:42]([O:44][CH2:45][CH3:46])=[O:43])[CH:28]=1, predict the reaction product. (4) Given the reactants [O:1]([CH2:8][C@@H:9]1C[CH2:12][CH2:11][N:10]1[S:14]([C:17]1[CH:18]=[C:19]2[C:23](=[CH:24][CH:25]=1)[NH:22][C:21](=[O:26])[C:20]2=[O:27])(=[O:16])=[O:15])[C:2]1[CH:7]=[CH:6][CH:5]=[CH:4][CH:3]=1.O(C[C@@H]1CCN1C(OC(C)(C)C)=O)C1C=CC=CC=1, predict the reaction product. The product is: [O:1]([CH2:8][C@@H:9]1[CH2:12][CH2:11][N:10]1[S:14]([C:17]1[CH:18]=[C:19]2[C:23](=[CH:24][CH:25]=1)[NH:22][C:21](=[O:26])[C:20]2=[O:27])(=[O:15])=[O:16])[C:2]1[CH:3]=[CH:4][CH:5]=[CH:6][CH:7]=1. (5) Given the reactants [F:1][C:2]([F:24])([F:23])[C:3]1[N:7]([C:8]2[CH:13]=[CH:12][C:11]([OH:14])=[CH:10][CH:9]=2)[C:6]2[CH:15]=[CH:16][CH:17]=[C:18]([C:19]([F:22])([F:21])[F:20])[C:5]=2[N:4]=1.Br[CH2:26][C:27]1[CH:32]=[CH:31][CH:30]=[C:29]([S:33]([CH3:36])(=[O:35])=[O:34])[CH:28]=1, predict the reaction product. The product is: [CH3:36][S:33]([C:29]1[CH:28]=[C:27]([CH:32]=[CH:31][CH:30]=1)[CH2:26][O:14][C:11]1[CH:10]=[CH:9][C:8]([N:7]2[C:6]3[CH:15]=[CH:16][CH:17]=[C:18]([C:19]([F:22])([F:20])[F:21])[C:5]=3[N:4]=[C:3]2[C:2]([F:1])([F:23])[F:24])=[CH:13][CH:12]=1)(=[O:34])=[O:35]. (6) Given the reactants [O:1]=[S:2]1(=[O:13])[CH:6]=[CH:5][C:4]2[CH:7]=[CH:8][C:9]([C:11]#[N:12])=[CH:10][C:3]1=2.OCC1(OC[C@@H](O)[C@@H](O)[C@H]1O)O, predict the reaction product. The product is: [O:1]=[S:2]1(=[O:13])[CH2:6][CH2:5][C:4]2[CH:7]=[CH:8][C:9]([CH2:11][NH2:12])=[CH:10][C:3]1=2. (7) Given the reactants [CH:1]1([CH2:7][C@H:8]([N:12]2[CH2:20][C:19]3[C:14](=[CH:15][CH:16]=[CH:17][CH:18]=3)[C:13]2=[O:21])[C:9]([OH:11])=O)[CH2:6][CH2:5][CH2:4][CH2:3][CH2:2]1.F[P-](F)(F)(F)(F)F.N1(OC(N(C)C)=[N+](C)C)C2C=CC=CC=2N=N1.[NH2:46][C:47]1[S:48][CH:49]=[CH:50][N:51]=1.C(N(CC)C(C)C)(C)C, predict the reaction product. The product is: [CH:1]1([CH2:7][C@H:8]([N:12]2[CH2:20][C:19]3[C:14](=[CH:15][CH:16]=[CH:17][CH:18]=3)[C:13]2=[O:21])[C:9]([NH:46][C:47]2[S:48][CH:49]=[CH:50][N:51]=2)=[O:11])[CH2:6][CH2:5][CH2:4][CH2:3][CH2:2]1.